From a dataset of Catalyst prediction with 721,799 reactions and 888 catalyst types from USPTO. Predict which catalyst facilitates the given reaction. (1) Reactant: Cl[C:2]1[CH:31]=[CH:30][C:5]([C:6]([NH:8][C:9]2[CH:14]=[CH:13][C:12]([O:15][C:16]([F:19])([F:18])[F:17])=[C:11]([NH:20][C:21](=[O:29])[CH2:22][N:23]3[CH2:28][CH2:27][O:26][CH2:25][CH2:24]3)[CH:10]=2)=[O:7])=[CH:4][N:3]=1.[F:32][C:33]1[CH:38]=[CH:37][CH:36]=[C:35]([F:39])[C:34]=1B(O)O.C(=O)([O-])[O-].[K+].[K+]. Product: [F:32][C:33]1[CH:38]=[CH:37][CH:36]=[C:35]([F:39])[C:34]=1[C:2]1[CH:31]=[CH:30][C:5]([C:6]([NH:8][C:9]2[CH:14]=[CH:13][C:12]([O:15][C:16]([F:19])([F:18])[F:17])=[C:11]([NH:20][C:21](=[O:29])[CH2:22][N:23]3[CH2:28][CH2:27][O:26][CH2:25][CH2:24]3)[CH:10]=2)=[O:7])=[CH:4][N:3]=1. The catalyst class is: 149. (2) Reactant: [NH2:1][C:2]1[CH:7]=[CH:6][N:5]=[C:4]([Cl:8])[CH:3]=1.N1C=CC=CC=1.Cl[C:16](OC1C=CC=CC=1)=[O:17].[Cl:25][C:26]1[CH:32]=[C:31]([O:33][C:34]2[C:35]3[N:42]([CH3:43])[CH:41]=[CH:40][C:36]=3[N:37]=[CH:38][N:39]=2)[CH:30]=[CH:29][C:27]=1[NH2:28]. Product: [Cl:25][C:26]1[CH:32]=[C:31]([O:33][C:34]2[C:35]3[N:42]([CH3:43])[CH:41]=[CH:40][C:36]=3[N:37]=[CH:38][N:39]=2)[CH:30]=[CH:29][C:27]=1[NH:28][C:16]([NH:1][C:2]1[CH:7]=[CH:6][N:5]=[C:4]([Cl:8])[CH:3]=1)=[O:17]. The catalyst class is: 60.